From a dataset of Forward reaction prediction with 1.9M reactions from USPTO patents (1976-2016). Predict the product of the given reaction. (1) Given the reactants [OH:1][C:2]1[CH:20]=[CH:19][C:5]([C:6]2[C:15](=[O:16])[C:14]3[C:9](=[C:10]([CH3:18])[C:11]([OH:17])=[CH:12][CH:13]=3)[O:8][CH:7]=2)=[CH:4][CH:3]=1.[C:21](OC(=O)C)(=[O:23])[CH3:22].[CH3:28][C:29](CC(O)=O)=[O:30], predict the reaction product. The product is: [C:21]([O:1][C:2]1[CH:20]=[CH:19][C:5]([C:6]2[C:15](=[O:16])[C:14]3[C:9](=[C:10]([CH3:18])[C:11]([O:17][C:29](=[O:30])[CH3:28])=[CH:12][CH:13]=3)[O:8][CH:7]=2)=[CH:4][CH:3]=1)(=[O:23])[CH3:22]. (2) Given the reactants [Al+3].[Cl-].[Cl-].[Cl-].[Br:5][C:6]1[CH:7]=[CH:8][C:9]([CH3:18])=[C:10]([CH2:12][CH:13]([CH3:17])[C:14](Cl)=[O:15])[CH:11]=1, predict the reaction product. The product is: [Br:5][C:6]1[CH:7]=[CH:8][C:9]([CH3:18])=[C:10]2[C:11]=1[C:14](=[O:15])[CH:13]([CH3:17])[CH2:12]2. (3) Given the reactants CC(C)([O-])C.[Na+].[CH2:7]([SH:14])[C:8]1[CH:13]=[CH:12][CH:11]=[CH:10][CH:9]=1.F[C:16]1[CH:23]=[CH:22][CH:21]=[C:20]([O:24][CH3:25])[C:17]=1[CH:18]=[O:19].O, predict the reaction product. The product is: [CH2:7]([S:14][C:16]1[CH:23]=[CH:22][CH:21]=[C:20]([O:24][CH3:25])[C:17]=1[CH:18]=[O:19])[C:8]1[CH:13]=[CH:12][CH:11]=[CH:10][CH:9]=1. (4) Given the reactants [CH:1]1([CH2:7][CH2:8][CH2:9][C@@H:10]([C:15]2[O:19][N:18]=[C:17]([C:20]([O:22]CC)=O)[N:16]=2)[CH2:11][C:12]([OH:14])=[O:13])[CH2:6][CH2:5][CH2:4][CH2:3][CH2:2]1.C(N(CC)CC)C.[NH2:32][CH:33]1[CH2:36][N:35]([C:37]([O:39][C:40]([CH3:43])([CH3:42])[CH3:41])=[O:38])[CH2:34]1, predict the reaction product. The product is: [C:40]([O:39][C:37]([N:35]1[CH2:36][CH:33]([NH:32][C:20]([C:17]2[N:16]=[C:15]([C@H:10]([CH2:9][CH2:8][CH2:7][CH:1]3[CH2:2][CH2:3][CH2:4][CH2:5][CH2:6]3)[CH2:11][C:12]([OH:14])=[O:13])[O:19][N:18]=2)=[O:22])[CH2:34]1)=[O:38])([CH3:43])([CH3:41])[CH3:42]. (5) Given the reactants [Cl:1][C:2]1[CH:29]=[CH:28][CH:27]=[C:26]([C:30]2([OH:34])[CH2:33][CH2:32][CH2:31]2)[C:3]=1[CH2:4][N:5]1[C:13]2[C:8](=[C:9]([F:14])[CH:10]=[CH:11][CH:12]=2)[C:7]([C:15]2[CH:24]=[CH:23][C:18]([C:19]([O:21]C)=[O:20])=[CH:17][C:16]=2[F:25])=[N:6]1.[OH-].[Na+], predict the reaction product. The product is: [Cl:1][C:2]1[CH:29]=[CH:28][CH:27]=[C:26]([C:30]2([OH:34])[CH2:31][CH2:32][CH2:33]2)[C:3]=1[CH2:4][N:5]1[C:13]2[C:8](=[C:9]([F:14])[CH:10]=[CH:11][CH:12]=2)[C:7]([C:15]2[CH:24]=[CH:23][C:18]([C:19]([OH:21])=[O:20])=[CH:17][C:16]=2[F:25])=[N:6]1. (6) Given the reactants [N+:1]([O-:4])(O)=[O:2].[Br:5][C:6]1[C:10]2[C:11](=[O:15])[NH:12][CH:13]=[CH:14][C:9]=2[S:8][C:7]=1[CH3:16], predict the reaction product. The product is: [Br:5][C:6]1[C:10]2[C:11](=[O:15])[NH:12][CH:13]=[C:14]([N+:1]([O-:4])=[O:2])[C:9]=2[S:8][C:7]=1[CH3:16]. (7) Given the reactants [CH2:1]([O:3][C:4](=[O:26])[CH2:5][C:6]1[CH:11]=[CH:10][C:9]([O:12][CH3:13])=[C:8]([O:14][C:15]2[CH:20]=[CH:19][C:18]([N+:21]([O-:23])=[O:22])=[CH:17][C:16]=2[CH2:24]Br)[CH:7]=1)[CH3:2].[CH3:27][C:28]1[S:32][C:31]([SH:33])=[N:30][N:29]=1, predict the reaction product. The product is: [CH2:1]([O:3][C:4](=[O:26])[CH2:5][C:6]1[CH:11]=[CH:10][C:9]([O:12][CH3:13])=[C:8]([O:14][C:15]2[CH:20]=[CH:19][C:18]([N+:21]([O-:23])=[O:22])=[CH:17][C:16]=2[CH2:24][S:33][C:31]2[S:32][C:28]([CH3:27])=[N:29][N:30]=2)[CH:7]=1)[CH3:2].